From a dataset of Reaction yield outcomes from USPTO patents with 853,638 reactions. Predict the reaction yield, written as a fraction of the theoretical maximum amount of product (1.0 means a 100% yield; for example, 0.34 means a 34% yield). The product is [Br:41][C:23]1[C:24]([O:26][CH3:27])=[CH:25][C:20]([O:19][CH2:18][C@@H:17]([OH:32])[CH2:16][N:13]2[CH2:12][CH2:11][CH:10]([N:6]3[C:5]4[CH:33]=[CH:34][C:2]([F:1])=[CH:3][C:4]=4[NH:8][C:7]3=[O:9])[CH2:15][CH2:14]2)=[C:21]([NH:28][C:29](=[O:31])[CH3:30])[CH:22]=1. The catalyst is C(Cl)Cl. The yield is 0.450. The reactants are [F:1][C:2]1[CH:34]=[CH:33][C:5]2[N:6]([CH:10]3[CH2:15][CH2:14][N:13]([CH2:16][C@H:17]([OH:32])[CH2:18][O:19][C:20]4[CH:25]=[C:24]([O:26][CH3:27])[CH:23]=[CH:22][C:21]=4[NH:28][C:29](=[O:31])[CH3:30])[CH2:12][CH2:11]3)[C:7](=[O:9])[NH:8][C:4]=2[CH:3]=1.CN(C=O)C.B(Br)(Br)[Br:41].